This data is from NCI-60 drug combinations with 297,098 pairs across 59 cell lines. The task is: Regression. Given two drug SMILES strings and cell line genomic features, predict the synergy score measuring deviation from expected non-interaction effect. (1) Drug 1: C1CC(=O)NC(=O)C1N2CC3=C(C2=O)C=CC=C3N. Drug 2: CC1=C(N=C(N=C1N)C(CC(=O)N)NCC(C(=O)N)N)C(=O)NC(C(C2=CN=CN2)OC3C(C(C(C(O3)CO)O)O)OC4C(C(C(C(O4)CO)O)OC(=O)N)O)C(=O)NC(C)C(C(C)C(=O)NC(C(C)O)C(=O)NCCC5=NC(=CS5)C6=NC(=CS6)C(=O)NCCC[S+](C)C)O. Cell line: OVCAR-8. Synergy scores: CSS=15.6, Synergy_ZIP=-4.02, Synergy_Bliss=2.32, Synergy_Loewe=-1.84, Synergy_HSA=2.58. (2) Drug 2: C1CN1P(=S)(N2CC2)N3CC3. Synergy scores: CSS=23.7, Synergy_ZIP=-5.57, Synergy_Bliss=-9.04, Synergy_Loewe=1.36, Synergy_HSA=-4.73. Cell line: K-562. Drug 1: C1=CC(=CC=C1C#N)C(C2=CC=C(C=C2)C#N)N3C=NC=N3. (3) Drug 1: C1CC(=O)NC(=O)C1N2CC3=C(C2=O)C=CC=C3N. Drug 2: CN(C)N=NC1=C(NC=N1)C(=O)N. Cell line: TK-10. Synergy scores: CSS=3.55, Synergy_ZIP=-0.218, Synergy_Bliss=2.86, Synergy_Loewe=1.41, Synergy_HSA=1.52. (4) Cell line: U251. Drug 2: COC1=CC(=CC(=C1O)OC)C2C3C(COC3=O)C(C4=CC5=C(C=C24)OCO5)OC6C(C(C7C(O6)COC(O7)C8=CC=CS8)O)O. Synergy scores: CSS=59.1, Synergy_ZIP=0.585, Synergy_Bliss=0.373, Synergy_Loewe=1.92, Synergy_HSA=3.95. Drug 1: COC1=C(C=C2C(=C1)N=CN=C2NC3=CC(=C(C=C3)F)Cl)OCCCN4CCOCC4.